Dataset: Forward reaction prediction with 1.9M reactions from USPTO patents (1976-2016). Task: Predict the product of the given reaction. (1) Given the reactants [CH2:1]([O:3][C:4](=[O:25])[CH:5]=[CH:6][C:7]1[CH:12]=[CH:11][C:10]([NH:13][C:14]([O:16][CH2:17][C:18]2[CH:23]=[CH:22][CH:21]=[CH:20][CH:19]=2)=[O:15])=[CH:9][C:8]=1[F:24])[CH3:2].C(O[CH2:32][N:33]([CH2:41][Si](C)(C)C)[CH2:34][C:35]1[CH:40]=[CH:39][CH:38]=[CH:37][CH:36]=1)CCCC.FC(F)(F)C(O)=O, predict the reaction product. The product is: [CH2:1]([O:3][C:4]([C@@H:5]1[C@@H:6]([C:7]2[CH:12]=[CH:11][C:10]([NH:13][C:14]([O:16][CH2:17][C:18]3[CH:23]=[CH:22][CH:21]=[CH:20][CH:19]=3)=[O:15])=[CH:9][C:8]=2[F:24])[CH2:41][N:33]([CH2:34][C:35]2[CH:40]=[CH:39][CH:38]=[CH:37][CH:36]=2)[CH2:32]1)=[O:25])[CH3:2]. (2) The product is: [Cl:1][C:2]1[CH:7]=[CH:6][C:5]([O:8][C:9]2[CH:10]=[CH:11][C:12]([CH2:15][S:16][C:17]3[NH:18][CH:19]=[C:20]([CH2:24][N:63]4[CH2:42][CH2:41][CH2:43][CH2:65][CH2:64]4)[C:21](=[O:23])[N:22]=3)=[CH:13][CH:14]=2)=[CH:4][C:3]=1[C:26]([F:27])([F:28])[F:29]. Given the reactants [Cl:1][C:2]1[CH:7]=[CH:6][C:5]([O:8][C:9]2[CH:14]=[CH:13][C:12]([CH2:15][S:16][C:17]3[NH:18][CH:19]=[C:20]([CH2:24]O)[C:21](=[O:23])[N:22]=3)=[CH:11][CH:10]=2)=[CH:4][C:3]=1[C:26]([F:29])([F:28])[F:27].CC(OC(/N=N/C(O[CH:41]([CH3:43])[CH3:42])=O)=O)C.C1(P(C2C=CC=CC=2)C2C=CC=CC=2)C=CC=CC=1.[NH:63]1CCN[CH2:65][CH2:64]1, predict the reaction product. (3) Given the reactants [CH3:1][O:2][C:3]1[CH:4]=[C:5]2[C:10](=[CH:11][CH:12]=1)[CH2:9][C:8](=[O:13])[CH2:7][CH2:6]2.N1CC[CH2:16][CH2:15]1.CO.C(I)C, predict the reaction product. The product is: [CH2:15]([CH:9]1[C:10]2[C:5](=[CH:4][C:3]([O:2][CH3:1])=[CH:12][CH:11]=2)[CH2:6][CH2:7][C:8]1=[O:13])[CH3:16]. (4) Given the reactants [N:1]1[C:10]2[C:5](=[CH:6][CH:7]=[CH:8][CH:9]=2)[N:4]=[CH:3][C:2]=1[C:11]1[CH:12]=[C:13]([NH2:17])[CH:14]=[CH:15][CH:16]=1.C(N(C(C)C)CC)(C)C.[C:27](Cl)(=[O:30])[CH:28]=[CH2:29], predict the reaction product. The product is: [N:1]1[C:10]2[C:5](=[CH:6][CH:7]=[CH:8][CH:9]=2)[N:4]=[CH:3][C:2]=1[C:11]1[CH:12]=[C:13]([NH:17][C:27](=[O:30])[CH:28]=[CH2:29])[CH:14]=[CH:15][CH:16]=1. (5) The product is: [C:14]1([NH:13][C:1](=[O:12])/[CH:2]=[CH:3]/[CH2:4][CH2:5][CH2:6][CH2:7][CH2:8][CH2:9][CH3:10])[CH:19]=[CH:18][CH:17]=[CH:16][CH:15]=1. Given the reactants [C:1]([OH:12])(=O)/[CH:2]=[CH:3]/[CH2:4][CH2:5][CH2:6][CH2:7][CH2:8][CH2:9][CH3:10].[NH2:13][C:14]1[CH:19]=[CH:18][CH:17]=[CH:16][CH:15]=1, predict the reaction product. (6) Given the reactants [CH:1]([C:3]1[CH:8]=[CH:7][N:6]=[CH:5][CH:4]=1)=[CH2:2].[NH2:9][C:10]1[CH:11]=[C:12]2[C:16](=[CH:17][CH:18]=1)[NH:15][CH:14]=[CH:13]2.[Na], predict the reaction product. The product is: [NH2:9][C:10]1[CH:11]=[C:12]2[C:16](=[CH:17][CH:18]=1)[N:15]([CH2:2][CH2:1][C:3]1[CH:8]=[CH:7][N:6]=[CH:5][CH:4]=1)[CH:14]=[CH:13]2. (7) The product is: [N:20]1[CH:21]=[CH:22][CH:23]=[N:24][C:19]=1[N:17]1[C:11]([C:12]([F:13])([F:14])[F:15])=[C:5]([C:6]([O:8][CH2:9][CH3:10])=[O:7])[CH:4]=[N:18]1. Given the reactants C(O[CH:4]=[C:5]([C:11](=O)[C:12]([F:15])([F:14])[F:13])[C:6]([O:8][CH2:9][CH3:10])=[O:7])C.[NH:17]([C:19]1[N:24]=[CH:23][CH:22]=[CH:21][N:20]=1)[NH2:18], predict the reaction product. (8) Given the reactants [CH3:1][C:2]1[CH:3]=[C:4]([CH:26]=O)[N:5]2[C:10]3[CH:11]=[CH:12][CH:13]=[CH:14][C:9]=3[O:8][C:7]3([CH2:19][CH2:18][N:17]([C:20](=[O:25])[C:21]([F:24])([F:23])[F:22])[CH2:16][CH2:15]3)[C:6]=12.Cl.[NH2:29]O.C([O-])(=O)C.[Na+].CC(OC(C)=O)=O.C([O-])(O)=O.[Na+], predict the reaction product. The product is: [CH3:1][C:2]1[CH:3]=[C:4]([C:26]#[N:29])[N:5]2[C:6]=1[C:7]1([CH2:15][CH2:16][N:17]([C:20](=[O:25])[C:21]([F:24])([F:22])[F:23])[CH2:18][CH2:19]1)[O:8][C:9]1[CH:14]=[CH:13][CH:12]=[CH:11][C:10]2=1. (9) Given the reactants FC(F)(F)C([O-])=O.[NH2:8][C@@H:9]1[C:30](=[O:31])[N:11]2[C:12]([C:27]([OH:29])=[O:28])=[C:13]([CH2:16][N+:17]3[N:18]([CH2:22][CH2:23][NH:24]C=O)[CH:19]=[CH:20][CH:21]=3)[CH2:14][S:15][C@H:10]12.C[Si](C)(C)NC(=O)C.Cl.[NH2:41][C:42]1[S:46][N:45]=[C:44](/[C:47](=[N:51]/[O:52][C:53]([C:56]([OH:58])=[O:57])([CH3:55])[CH3:54])/[C:48](Cl)=[O:49])[N:43]=1.C(OC(C)C)(C)C.Cl, predict the reaction product. The product is: [NH2:24][CH2:23][CH2:22][N:18]1[CH:19]=[CH:20][CH:21]=[N+:17]1[CH2:16][C:13]1[CH2:14][S:15][C@@H:10]2[C@H:9]([NH:8][C:48](=[O:49])/[C:47](/[C:44]3[N:43]=[C:42]([NH2:41])[S:46][N:45]=3)=[N:51]\[O:52][C:53]([C:56]([OH:58])=[O:57])([CH3:55])[CH3:54])[C:30](=[O:31])[N:11]2[C:12]=1[C:27]([O-:29])=[O:28].